Dataset: Reaction yield outcomes from USPTO patents with 853,638 reactions. Task: Predict the reaction yield, written as a fraction of the theoretical maximum amount of product (1.0 means a 100% yield; for example, 0.34 means a 34% yield). (1) The reactants are Br[C:2]1[CH:3]=[N:4][N:5]([CH3:17])[C:6]=1[C:7]1[CH:8]=[C:9]([C:13]([O:15][CH3:16])=[O:14])[S:10][C:11]=1[CH3:12].C(=O)([O-])[O-].[K+].[K+].[CH3:24][C:25]1(C)[C:29](C)(C)OB(C(C)=C)O1. The catalyst is O1CCOCC1.O.CC(C)([P](C(C)(C)C)([Pd][P](C(C)(C)C)(C(C)(C)C)C(C)(C)C)C(C)(C)C)C. The product is [CH3:12][C:11]1[S:10][C:9]([C:13]([O:15][CH3:16])=[O:14])=[CH:8][C:7]=1[C:6]1[N:5]([CH3:17])[N:4]=[CH:3][C:2]=1[C:25]([CH3:29])=[CH2:24]. The yield is 0.610. (2) The reactants are [CH3:1][C:2]1([CH3:15])[C:10](=[O:11])[N:9]2[CH:4]([CH2:5][CH2:6][CH:7]([C:12]([OH:14])=O)[CH2:8]2)[CH2:3]1.[Cl:16][C:17]1[C:18]([CH2:23][NH2:24])=[N:19][CH:20]=[CH:21][N:22]=1.CN(C(ON1N=NC2C=CC=NC1=2)=[N+](C)C)C.F[P-](F)(F)(F)(F)F. The catalyst is C1COCC1. The product is [Cl:16][C:17]1[C:18]([CH2:23][NH:24][C:12]([CH:7]2[CH2:6][CH2:5][CH:4]3[N:9]([C:10](=[O:11])[C:2]([CH3:1])([CH3:15])[CH2:3]3)[CH2:8]2)=[O:14])=[N:19][CH:20]=[CH:21][N:22]=1. The yield is 0.883. (3) The reactants are [CH3:1][N:2]([CH:10]1[CH2:15][CH2:14][N:13]([CH3:16])[CH2:12][CH2:11]1)[C:3]1[CH:8]=[CH:7][CH:6]=[C:5]([NH2:9])[N:4]=1.[CH:17]1([C:20]([Cl:22])=[O:21])[CH2:19][CH2:18]1. The catalyst is N1C=CC=CC=1. The product is [ClH:22].[CH3:1][N:2]([CH:10]1[CH2:15][CH2:14][N:13]([CH3:16])[CH2:12][CH2:11]1)[C:3]1[N:4]=[C:5]([NH:9][C:20]([CH:17]2[CH2:19][CH2:18]2)=[O:21])[CH:6]=[CH:7][CH:8]=1. The yield is 0.740. (4) The reactants are [I:1][C:2]1[CH:3]=[CH:4][CH:5]=[C:6]2[C:11]=1[NH:10][CH:9]=[CH:8][C:7]2=O.O=P(Cl)(Cl)[Cl:15]. The catalyst is CN(C=O)C. The product is [Cl:15][C:7]1[C:6]2[C:11](=[C:2]([I:1])[CH:3]=[CH:4][CH:5]=2)[N:10]=[CH:9][CH:8]=1. The yield is 0.980. (5) The reactants are [Cl:1][C:2]1[CH:7]=[CH:6][N:5]=[C:4]2[CH:8]=[C:9]([Sn](CCCC)(CCCC)CCCC)[S:10][C:3]=12.Br[C:25]1[CH:26]=[CH:27][C:28]([O:31][CH3:32])=[N:29][CH:30]=1. The catalyst is C1(C)C=CC=CC=1. The product is [Cl:1][C:2]1[CH:7]=[CH:6][N:5]=[C:4]2[CH:8]=[C:9]([C:25]3[CH:30]=[N:29][C:28]([O:31][CH3:32])=[CH:27][CH:26]=3)[S:10][C:3]=12. The yield is 0.620.